This data is from Full USPTO retrosynthesis dataset with 1.9M reactions from patents (1976-2016). The task is: Predict the reactants needed to synthesize the given product. Given the product [Br:16][C:8]1[CH:9]=[C:10]([CH3:11])[C:2]([CH3:1])=[C:3]([CH:7]=1)[C:4]([OH:6])=[O:5], predict the reactants needed to synthesize it. The reactants are: [CH3:1][C:2]1[C:10]([CH3:11])=[CH:9][CH:8]=[CH:7][C:3]=1[C:4]([OH:6])=[O:5].[N+]([O-])(O)=O.[Br:16]Br.